This data is from Full USPTO retrosynthesis dataset with 1.9M reactions from patents (1976-2016). The task is: Predict the reactants needed to synthesize the given product. (1) Given the product [NH2:25][C:24]1[C:19]([C:16]2[CH:15]=[CH:14][C:13]([C:12]([NH:11][C:8]3[CH:9]=[CH:10][C:5]([C:1]([CH3:2])([CH3:3])[CH3:4])=[CH:6][CH:7]=3)=[O:28])=[CH:18][CH:17]=2)=[N:20][CH:21]=[CH:22][CH:23]=1, predict the reactants needed to synthesize it. The reactants are: [C:1]([C:5]1[CH:10]=[CH:9][C:8]([NH:11][C:12](=[O:28])[C:13]2[CH:18]=[CH:17][C:16]([C:19]3[C:24]([N+:25]([O-])=O)=[CH:23][CH:22]=[CH:21][N:20]=3)=[CH:15][CH:14]=2)=[CH:7][CH:6]=1)([CH3:4])([CH3:3])[CH3:2].C(Cl)Cl. (2) Given the product [C:1]([O:5][C:6]([N:8]1[CH2:13][CH2:12][N:11]([C:20]2[O:21][C:22]3[C:23](=[C:25]([C:29]([O:31][CH3:32])=[O:30])[CH:26]=[CH:27][CH:28]=3)[N:24]=2)[CH2:10][C@@H:9]1[CH:14]([CH3:16])[CH3:15])=[O:7])([CH3:4])([CH3:3])[CH3:2], predict the reactants needed to synthesize it. The reactants are: [C:1]([O:5][C:6]([N:8]1[CH2:13][CH2:12][NH:11][CH2:10][C@@H:9]1[CH:14]([CH3:16])[CH3:15])=[O:7])([CH3:4])([CH3:3])[CH3:2].[H-].[Na+].Cl[C:20]1[O:21][C:22]2[C:23](=[C:25]([C:29]([O:31][CH3:32])=[O:30])[CH:26]=[CH:27][CH:28]=2)[N:24]=1. (3) The reactants are: Cl[C:2]1[C:3]2[S:13][C:12]3[N:14]=[C:15]([C:19]4[CH:24]=[CH:23][CH:22]=[CH:21][CH:20]=4)[CH:16]=[C:17]([CH3:18])[C:11]=3[C:4]=2[N:5]=[C:6]([S:8][CH2:9][CH3:10])[N:7]=1.[NH:25]1[CH2:30][CH2:29][NH:28][CH2:27][CH2:26]1. Given the product [CH2:9]([S:8][C:6]1[N:7]=[C:2]([N:25]2[CH2:30][CH2:29][NH:28][CH2:27][CH2:26]2)[C:3]2[S:13][C:12]3[N:14]=[C:15]([C:19]4[CH:24]=[CH:23][CH:22]=[CH:21][CH:20]=4)[CH:16]=[C:17]([CH3:18])[C:11]=3[C:4]=2[N:5]=1)[CH3:10], predict the reactants needed to synthesize it. (4) Given the product [ClH:9].[ClH:1].[CH3:11][O:12][C:13]1[CH:14]=[C:15]([C:21]2[C@@H:30]3[C@@H:25]([CH2:26][CH:27]=[CH:28][CH2:29]3)[C:24](=[O:31])[N:23]([CH:32]3[CH2:37][CH2:36][N:35]([CH2:8][C:3]4[CH:4]=[CH:5][CH:6]=[CH:7][N:2]=4)[CH2:34][CH2:33]3)[N:22]=2)[CH:16]=[CH:17][C:18]=1[O:19][CH3:20], predict the reactants needed to synthesize it. The reactants are: [ClH:1].[N:2]1[CH:7]=[CH:6][CH:5]=[CH:4][C:3]=1[CH2:8][Cl:9].Cl.[CH3:11][O:12][C:13]1[CH:14]=[C:15]([C:21]2[C@@H:30]3[C@@H:25]([CH2:26][CH:27]=[CH:28][CH2:29]3)[C:24](=[O:31])[N:23]([CH:32]3[CH2:37][CH2:36][N:35](CC4C=C5C(C=CC(=O)O5)=CC=4)[CH2:34][CH2:33]3)[N:22]=2)[CH:16]=[CH:17][C:18]=1[O:19][CH3:20].